Dataset: Full USPTO retrosynthesis dataset with 1.9M reactions from patents (1976-2016). Task: Predict the reactants needed to synthesize the given product. (1) The reactants are: [Cl:1][C:2]1[C:3]([CH:13]=[N:14][CH:15]2[CH2:17][CH2:16]2)=[CH:4][C:5]([CH2:8][CH2:9][CH2:10][O:11][CH3:12])=[N:6][CH:7]=1.[BH4-].[Na+]. Given the product [Cl:1][C:2]1[C:3]([CH2:13][NH:14][CH:15]2[CH2:17][CH2:16]2)=[CH:4][C:5]([CH2:8][CH2:9][CH2:10][O:11][CH3:12])=[N:6][CH:7]=1, predict the reactants needed to synthesize it. (2) Given the product [N:3]([C:6]([C:8]1[CH:17]=[CH:16][C:11]([C:12]([O:14][CH3:15])=[O:13])=[CH:10][CH:9]=1)=[O:7])=[C:2]=[S:1], predict the reactants needed to synthesize it. The reactants are: [S-:1][C:2]#[N:3].[K+].Cl[C:6]([C:8]1[CH:17]=[CH:16][C:11]([C:12]([O:14][CH3:15])=[O:13])=[CH:10][CH:9]=1)=[O:7]. (3) Given the product [Cl:1][C:2]1[CH:7]=[CH:6][CH:5]=[C:4]([Cl:8])[C:3]=1[N:9]1[C:13](=[O:14])[C:12]([C:15]([OH:17])=[O:16])=[CH:11][N:10]1[CH3:20], predict the reactants needed to synthesize it. The reactants are: [Cl:1][C:2]1[CH:7]=[CH:6][CH:5]=[C:4]([Cl:8])[C:3]=1[N:9]1[C:13](=[O:14])[C:12]([C:15]([O:17]CC)=[O:16])=[CH:11][N:10]1[CH3:20].O1CCCC1.[OH-].[Na+].